The task is: Binary Classification. Given a T-cell receptor sequence (or CDR3 region) and an epitope sequence, predict whether binding occurs between them.. This data is from TCR-epitope binding with 47,182 pairs between 192 epitopes and 23,139 TCRs. (1) The epitope is FLYNLLTRV. The TCR CDR3 sequence is CASSSGQINQPQHF. Result: 0 (the TCR does not bind to the epitope). (2) The epitope is AYAQKIFKI. The TCR CDR3 sequence is CASMGPIEAFF. Result: 1 (the TCR binds to the epitope). (3) The TCR CDR3 sequence is CASSPAGQGAGTGELFF. Result: 1 (the TCR binds to the epitope). The epitope is LLWNGPMAV. (4) The epitope is RQLLFVVEV. The TCR CDR3 sequence is CASSPQNGGAPYNEQFF. Result: 1 (the TCR binds to the epitope). (5) The epitope is PROT_97E67BCC. The TCR CDR3 sequence is CASRWTATSYGYTF. Result: 1 (the TCR binds to the epitope). (6) The epitope is SEETGTLIV. The TCR CDR3 sequence is CASSPLAGASYEQYF. Result: 1 (the TCR binds to the epitope). (7) Result: 1 (the TCR binds to the epitope). The TCR CDR3 sequence is CASSQDWSTDTQYF. The epitope is NLDSKVGGNY. (8) The epitope is ITEEVGHTDLMAAY. The TCR CDR3 sequence is CASSLALGQGGMSSYNEQFF. Result: 1 (the TCR binds to the epitope). (9) The epitope is KRWIIMGLNK. The TCR CDR3 sequence is CARSSFGPSNQPQHF. Result: 1 (the TCR binds to the epitope). (10) The TCR CDR3 sequence is CASSHTDFSLRETQYF. The epitope is KLSALGINAV. Result: 0 (the TCR does not bind to the epitope).